From a dataset of Catalyst prediction with 721,799 reactions and 888 catalyst types from USPTO. Predict which catalyst facilitates the given reaction. (1) Reactant: [CH:1](=O)/[CH:2]=[CH:3]/C.[CH:6]([O:13][CH2:14][CH3:15])([O:10][CH2:11][CH3:12])OCC.[N+]([O-])([O-])=O.[NH4+]. The catalyst class is: 351. Product: [CH2:14]([O:13][CH:6]([O:10][CH2:11][CH3:12])[CH:1]=[CH:2][CH3:3])[CH3:15]. (2) Reactant: [CH2:1]([S:8][C:9]1[N:10]=[C:11](Cl)[C:12]2[S:17][C:16]([NH2:18])=[N:15][C:13]=2[N:14]=1)[C:2]1[CH:7]=[CH:6][CH:5]=[CH:4][CH:3]=1.CCN(C(C)C)C(C)C.[CH3:29][NH:30][C@H:31]([CH2:34][CH2:35][CH3:36])[CH2:32][OH:33]. Product: [NH2:18][C:16]1[S:17][C:12]2[C:11]([N:30]([CH3:29])[C@H:31]([CH2:34][CH2:35][CH3:36])[CH2:32][OH:33])=[N:10][C:9]([S:8][CH2:1][C:2]3[CH:7]=[CH:6][CH:5]=[CH:4][CH:3]=3)=[N:14][C:13]=2[N:15]=1. The catalyst class is: 37. (3) Reactant: [Cl:1][C:2]1[CH:40]=[CH:39][C:5]2[N:6]([CH:23]3[CH2:27][CH2:26][N:25]([C:28](=[O:38])[CH2:29][NH:30]C(=O)OC(C)(C)C)[CH2:24]3)[C:7]([CH2:9][N:10]3[C:14]4=[CH:15][N:16]=[CH:17][CH:18]=[C:13]4[C:12]([S:19]([CH3:22])(=[O:21])=[O:20])=[N:11]3)=[N:8][C:4]=2[CH:3]=1.C(O)(C(F)(F)F)=O. Product: [NH2:30][CH2:29][C:28]([N:25]1[CH2:26][CH2:27][CH:23]([N:6]2[C:5]3[CH:39]=[CH:40][C:2]([Cl:1])=[CH:3][C:4]=3[N:8]=[C:7]2[CH2:9][N:10]2[C:14]3=[CH:15][N:16]=[CH:17][CH:18]=[C:13]3[C:12]([S:19]([CH3:22])(=[O:20])=[O:21])=[N:11]2)[CH2:24]1)=[O:38]. The catalyst class is: 2. (4) Reactant: [Cl-].[CH3:2][C:3]1[N:7]2[C:8](=[O:32])[CH:9]=[C:10]([CH2:12][P+](C3C=CC=CC=3)(C3C=CC=CC=3)C3C=CC=CC=3)[N:11]=[C:6]2[S:5][CH:4]=1.[H-].[Na+].[CH:35]1([CH2:38][O:39][C:40]2[C:47]([O:48][CH3:49])=[CH:46][CH:45]=[CH:44][C:41]=2[CH:42]=O)[CH2:37][CH2:36]1. Product: [CH:35]1([CH2:38][O:39][C:40]2[C:47]([O:48][CH3:49])=[CH:46][CH:45]=[CH:44][C:41]=2/[CH:42]=[CH:12]/[C:10]2[N:11]=[C:6]3[S:5][CH:4]=[C:3]([CH3:2])[N:7]3[C:8](=[O:32])[CH:9]=2)[CH2:36][CH2:37]1. The catalyst class is: 16.